From a dataset of NCI-60 drug combinations with 297,098 pairs across 59 cell lines. Regression. Given two drug SMILES strings and cell line genomic features, predict the synergy score measuring deviation from expected non-interaction effect. Drug 1: C1=C(C(=O)NC(=O)N1)F. Drug 2: CCCCCOC(=O)NC1=NC(=O)N(C=C1F)C2C(C(C(O2)C)O)O. Cell line: NCI-H522. Synergy scores: CSS=13.3, Synergy_ZIP=-10.2, Synergy_Bliss=-11.0, Synergy_Loewe=-26.0, Synergy_HSA=-10.7.